This data is from HIV replication inhibition screening data with 41,000+ compounds from the AIDS Antiviral Screen. The task is: Binary Classification. Given a drug SMILES string, predict its activity (active/inactive) in a high-throughput screening assay against a specified biological target. (1) The drug is CCOC(=O)c1nnsc1NC(=O)Nc1ccc(Cl)cc1. The result is 0 (inactive). (2) The compound is CN(NC(=O)c1cccs1)C1=NCCCN1.I. The result is 0 (inactive). (3) The drug is O=C(O)CC(O)(CC(=O)O)C(=O)O.O=C(OCCN1CCCCCC1)C(c1ccsc1)C1CCCCC1. The result is 0 (inactive). (4) The compound is CCc1ccccc1N1C(=O)C(=O)C(c2nc3ccccc3s2)C(=O)C1=O. The result is 0 (inactive). (5) The drug is Cc1cc(N=Nc2ccc(C(=O)Nc3ccc4cc(S(=O)(=O)O)ccc4c3)cc2)c(N)c(N=Nc2ccc(N=Nc3ccc(O)c(C(=O)O)c3)cc2)c1N. The result is 1 (active). (6) The compound is CC[N+](C)(CC)Cc1ccccc1[N+](=O)[O-].[ClH2+]. The result is 0 (inactive). (7) The result is 0 (inactive). The compound is CN(Cc1c2ccccc2cc2ccccc12)S(=O)(=O)c1ccc(-c2c3nc(c(-c4ccc(S(=O)(=O)N(C)Cc5c6ccccc6cc6ccccc56)cc4)c4ccc([nH]4)c(-c4ccc(S(=O)(=O)N(C)Cc5c6ccccc6cc6ccccc56)cc4)c4nc(c(-c5ccc(S(=O)(=O)N(C)Cc6c7ccccc7cc7ccccc67)cc5)c5ccc2[nH]5)C=C4)C=C3)cc1.